Dataset: NCI-60 drug combinations with 297,098 pairs across 59 cell lines. Task: Regression. Given two drug SMILES strings and cell line genomic features, predict the synergy score measuring deviation from expected non-interaction effect. (1) Drug 1: CCCS(=O)(=O)NC1=C(C(=C(C=C1)F)C(=O)C2=CNC3=C2C=C(C=N3)C4=CC=C(C=C4)Cl)F. Drug 2: CC1=C(C(=O)C2=C(C1=O)N3CC4C(C3(C2COC(=O)N)OC)N4)N. Cell line: SNB-19. Synergy scores: CSS=51.0, Synergy_ZIP=11.8, Synergy_Bliss=10.2, Synergy_Loewe=-14.6, Synergy_HSA=8.06. (2) Drug 1: C1=CC(=CC=C1CCCC(=O)O)N(CCCl)CCCl. Drug 2: C1CN(P(=O)(OC1)NCCCl)CCCl. Cell line: COLO 205. Synergy scores: CSS=26.7, Synergy_ZIP=-11.5, Synergy_Bliss=-10.7, Synergy_Loewe=-24.3, Synergy_HSA=-10.5. (3) Drug 1: CC1=C(C=C(C=C1)NC(=O)C2=CC=C(C=C2)CN3CCN(CC3)C)NC4=NC=CC(=N4)C5=CN=CC=C5. Cell line: NCI/ADR-RES. Drug 2: CC(C)NC(=O)C1=CC=C(C=C1)CNNC.Cl. Synergy scores: CSS=-4.00, Synergy_ZIP=2.69, Synergy_Bliss=-1.97, Synergy_Loewe=-3.36, Synergy_HSA=-5.14. (4) Drug 1: C1=C(C(=O)NC(=O)N1)N(CCCl)CCCl. Drug 2: CCCCCOC(=O)NC1=NC(=O)N(C=C1F)C2C(C(C(O2)C)O)O. Cell line: SW-620. Synergy scores: CSS=27.8, Synergy_ZIP=3.88, Synergy_Bliss=3.49, Synergy_Loewe=-22.3, Synergy_HSA=1.37. (5) Cell line: OVCAR-4. Drug 2: C1C(C(OC1N2C=NC(=NC2=O)N)CO)O. Drug 1: C1CC(=O)NC(=O)C1N2CC3=C(C2=O)C=CC=C3N. Synergy scores: CSS=14.7, Synergy_ZIP=2.75, Synergy_Bliss=3.70, Synergy_Loewe=-1.79, Synergy_HSA=4.16. (6) Drug 1: CCC1=CC2CC(C3=C(CN(C2)C1)C4=CC=CC=C4N3)(C5=C(C=C6C(=C5)C78CCN9C7C(C=CC9)(C(C(C8N6C)(C(=O)OC)O)OC(=O)C)CC)OC)C(=O)OC.C(C(C(=O)O)O)(C(=O)O)O. Drug 2: C(CC(=O)O)C(=O)CN.Cl. Cell line: HS 578T. Synergy scores: CSS=52.5, Synergy_ZIP=-1.94, Synergy_Bliss=-2.27, Synergy_Loewe=-14.9, Synergy_HSA=-0.262. (7) Drug 1: CN(CCCl)CCCl.Cl. Drug 2: C1=NNC2=C1C(=O)NC=N2. Cell line: SF-295. Synergy scores: CSS=17.1, Synergy_ZIP=-3.05, Synergy_Bliss=0.0703, Synergy_Loewe=-10.6, Synergy_HSA=-2.76. (8) Drug 1: CC1=C2C(C(=O)C3(C(CC4C(C3C(C(C2(C)C)(CC1OC(=O)C(C(C5=CC=CC=C5)NC(=O)OC(C)(C)C)O)O)OC(=O)C6=CC=CC=C6)(CO4)OC(=O)C)OC)C)OC. Drug 2: CN(C)N=NC1=C(NC=N1)C(=O)N. Cell line: UO-31. Synergy scores: CSS=36.7, Synergy_ZIP=-10.4, Synergy_Bliss=-6.44, Synergy_Loewe=-14.5, Synergy_HSA=-2.22. (9) Drug 1: CN(C)N=NC1=C(NC=N1)C(=O)N. Drug 2: CC1=C(N=C(N=C1N)C(CC(=O)N)NCC(C(=O)N)N)C(=O)NC(C(C2=CN=CN2)OC3C(C(C(C(O3)CO)O)O)OC4C(C(C(C(O4)CO)O)OC(=O)N)O)C(=O)NC(C)C(C(C)C(=O)NC(C(C)O)C(=O)NCCC5=NC(=CS5)C6=NC(=CS6)C(=O)NCCC[S+](C)C)O. Cell line: CCRF-CEM. Synergy scores: CSS=32.0, Synergy_ZIP=2.82, Synergy_Bliss=4.05, Synergy_Loewe=3.49, Synergy_HSA=3.62. (10) Drug 1: CS(=O)(=O)CCNCC1=CC=C(O1)C2=CC3=C(C=C2)N=CN=C3NC4=CC(=C(C=C4)OCC5=CC(=CC=C5)F)Cl. Drug 2: C1CNP(=O)(OC1)N(CCCl)CCCl. Cell line: HL-60(TB). Synergy scores: CSS=-2.19, Synergy_ZIP=4.74, Synergy_Bliss=10.2, Synergy_Loewe=4.90, Synergy_HSA=3.85.